From a dataset of Full USPTO retrosynthesis dataset with 1.9M reactions from patents (1976-2016). Predict the reactants needed to synthesize the given product. (1) The reactants are: [CH3:1][C:2]1[C:10]2[N:9]=[CH:8][NH:7][C:6]=2[CH:5]=[CH:4][CH:3]=1.[H-].[Na+].[CH2:13](Cl)[O:14][CH2:15][C:16]1[CH:21]=[CH:20][CH:19]=[CH:18][CH:17]=1. Given the product [CH2:15]([O:14][CH2:13][N:7]1[C:6]2[CH:5]=[CH:4][CH:3]=[C:2]([CH3:1])[C:10]=2[N:9]=[CH:8]1)[C:16]1[CH:21]=[CH:20][CH:19]=[CH:18][CH:17]=1, predict the reactants needed to synthesize it. (2) Given the product [CH2:1]([O:3][C:4](=[O:19])[CH2:5][C:6]1[N:7]=[C:8]([N:11]([C:12]([O:14][C:15]([CH3:18])([CH3:17])[CH3:16])=[O:13])[CH2:37][C:36]2[CH:39]=[CH:40][C:33]([O:32][CH3:31])=[CH:34][CH:35]=2)[S:9][CH:10]=1)[CH3:2], predict the reactants needed to synthesize it. The reactants are: [CH2:1]([O:3][C:4](=[O:19])[CH2:5][C:6]1[N:7]=[C:8]([NH:11][C:12]([O:14][C:15]([CH3:18])([CH3:17])[CH3:16])=[O:13])[S:9][CH:10]=1)[CH3:2].C1CCN2C(=NCCC2)CC1.[CH3:31][O:32][C:33]1[CH:40]=[CH:39][C:36]([CH2:37]Cl)=[CH:35][CH:34]=1.